Dataset: Reaction yield outcomes from USPTO patents with 853,638 reactions. Task: Predict the reaction yield, written as a fraction of the theoretical maximum amount of product (1.0 means a 100% yield; for example, 0.34 means a 34% yield). The product is [ClH:1].[Cl:1][C:2]1[C:32]([C:33]([F:34])([F:35])[F:36])=[CH:31][CH:30]=[CH:29][C:3]=1[CH2:4][N:5]([CH2:20][C@H:21]([C:23]1[CH:24]=[CH:25][CH:26]=[CH:27][CH:28]=1)[CH3:22])[CH2:6][CH2:7][CH2:8][O:9][C:10]1[CH:11]=[C:12]([CH2:16][C:17]([OH:19])=[O:18])[CH:13]=[CH:14][CH:15]=1. The reactants are [Cl:1][C:2]1[C:32]([C:33]([F:36])([F:35])[F:34])=[CH:31][CH:30]=[CH:29][C:3]=1[CH2:4][N:5]([CH2:20][C@H:21]([C:23]1[CH:28]=[CH:27][CH:26]=[CH:25][CH:24]=1)[CH3:22])[CH2:6][CH2:7][CH2:8][O:9][C:10]1[CH:11]=[C:12]([CH2:16][C:17]([OH:19])=[O:18])[CH:13]=[CH:14][CH:15]=1.Cl. The yield is 0.990. The catalyst is C(OCC)C.